From a dataset of Full USPTO retrosynthesis dataset with 1.9M reactions from patents (1976-2016). Predict the reactants needed to synthesize the given product. (1) Given the product [IH:5].[Br:22][C:19]1[CH:20]=[CH:21][C:16]([CH:13]2[CH2:12][CH2:11][NH2+:10][CH2:15][CH2:14]2)=[CH:17][CH:18]=1, predict the reactants needed to synthesize it. The reactants are: C[Si]([I:5])(C)C.COC([N:10]1[CH2:15][CH2:14][CH:13]([C:16]2[CH:21]=[CH:20][C:19]([Br:22])=[CH:18][CH:17]=2)[CH2:12][CH2:11]1)=O.C(OCC)C. (2) Given the product [N+:18]([C:2]1[CH:3]=[C:4]2[C:9]3=[C:10]([C:11]4[CH2:17][CH2:16][CH2:15][CH2:14][CH2:13][C:12]=4[N:8]3[CH2:7][CH2:6][CH2:5]2)[CH:1]=1)([O-:20])=[O:19], predict the reactants needed to synthesize it. The reactants are: [CH:1]1[C:10]2[C:11]3[CH2:17][CH2:16][CH2:15][CH2:14][CH2:13][C:12]=3[N:8]3[C:9]=2[C:4]([CH2:5][CH2:6][CH2:7]3)=[CH:3][CH:2]=1.[N+:18]([O-])([O-:20])=[O:19].[K+].